This data is from Catalyst prediction with 721,799 reactions and 888 catalyst types from USPTO. The task is: Predict which catalyst facilitates the given reaction. (1) Reactant: [CH2:1]([N:8]1[CH2:12][CH2:11][C:10]([C:14]2[CH:19]=[CH:18][C:17]([NH2:20])=[CH:16][CH:15]=2)([CH3:13])[CH2:9]1)[C:2]1[CH:7]=[CH:6][CH:5]=[CH:4][CH:3]=1.C(N(CC)CC)C.[Cl:28][C:29]1[CH:37]=[CH:36][C:32]([C:33](Cl)=[O:34])=[CH:31][CH:30]=1. The catalyst class is: 56. Product: [CH2:1]([N:8]1[CH2:12][CH2:11][C:10]([C:14]2[CH:19]=[CH:18][C:17]([NH:20][C:33](=[O:34])[C:32]3[CH:36]=[CH:37][C:29]([Cl:28])=[CH:30][CH:31]=3)=[CH:16][CH:15]=2)([CH3:13])[CH2:9]1)[C:2]1[CH:3]=[CH:4][CH:5]=[CH:6][CH:7]=1. (2) Reactant: [H-].[Na+].[NH2:3][C:4]1[N:8]([CH2:9][CH2:10][OH:11])[N:7]=[C:6]([OH:12])[C:5]=1[C:13]1[CH:18]=[CH:17][C:16]([CH3:19])=[CH:15][CH:14]=1.[Si:20](Cl)([C:23]([CH3:26])([CH3:25])[CH3:24])([CH3:22])[CH3:21].[Cl-].[NH4+]. Product: [NH2:3][C:4]1[N:8]([CH2:9][CH2:10][O:11][Si:20]([C:23]([CH3:26])([CH3:25])[CH3:24])([CH3:22])[CH3:21])[N:7]=[C:6]([OH:12])[C:5]=1[C:13]1[CH:18]=[CH:17][C:16]([CH3:19])=[CH:15][CH:14]=1. The catalyst class is: 80. (3) Reactant: [Br:1][C:2]1[CH:3]=[C:4]([CH2:9][OH:10])[CH:5]=[C:6]([F:8])[CH:7]=1.C(N(C(C)C)CC)(C)C.[CH3:20][S:21](Cl)(=[O:23])=[O:22]. Product: [CH3:20][S:21]([O:10][CH2:9][C:4]1[CH:5]=[C:6]([F:8])[CH:7]=[C:2]([Br:1])[CH:3]=1)(=[O:23])=[O:22]. The catalyst class is: 2. (4) The catalyst class is: 32. Reactant: [NH2:1][C:2]1[C:7]([C:8]([C:10]2[C:15]([F:16])=[CH:14][CH:13]=[C:12]([O:17][CH3:18])[C:11]=2[F:19])=[O:9])=[CH:6][N:5]=[C:4](S(CC)(=O)=O)[N:3]=1.[NH2:25][CH:26]1[CH2:31][CH2:30][N:29]([C:32](=[O:34])[CH3:33])[CH2:28][CH2:27]1. Product: [NH2:1][C:2]1[C:7]([C:8](=[O:9])[C:10]2[C:15]([F:16])=[CH:14][CH:13]=[C:12]([O:17][CH3:18])[C:11]=2[F:19])=[CH:6][N:5]=[C:4]([NH:25][CH:26]2[CH2:31][CH2:30][N:29]([C:32](=[O:34])[CH3:33])[CH2:28][CH2:27]2)[N:3]=1. (5) Reactant: [NH2:1][C@@H:2]([C:10]1[NH:11][C:12]2[C:17]([CH:18]=1)=[CH:16][C:15]([Cl:19])=[CH:14][C:13]=2[NH:20][CH2:21][C:22]1[CH:27]=[CH:26][CH:25]=[CH:24][CH:23]=1)[CH2:3][C:4]1[CH:9]=[CH:8][CH:7]=[CH:6][CH:5]=1.C(N(CC)CC)C.[C:35]([O:39][C:40](=[O:56])[NH:41]/[C:42](=[N:48]\[C:49]([O:51][C:52]([CH3:55])([CH3:54])[CH3:53])=[O:50])/N1C=CC=N1)([CH3:38])([CH3:37])[CH3:36]. Product: [CH2:21]([NH:20][C:13]1[CH:14]=[C:15]([Cl:19])[CH:16]=[C:17]2[C:12]=1[NH:11][C:10]([C@H:2]([NH:1][C:42]([NH:41][C:40]([O:39][C:35]([CH3:38])([CH3:37])[CH3:36])=[O:56])=[N:48][C:49]([O:51][C:52]([CH3:55])([CH3:54])[CH3:53])=[O:50])[CH2:3][C:4]1[CH:5]=[CH:6][CH:7]=[CH:8][CH:9]=1)=[CH:18]2)[C:22]1[CH:27]=[CH:26][CH:25]=[CH:24][CH:23]=1. The catalyst class is: 10.